This data is from Forward reaction prediction with 1.9M reactions from USPTO patents (1976-2016). The task is: Predict the product of the given reaction. (1) Given the reactants O(CC(Cl)=O)C1C=CC=CC=1.[Br:12][C:13]1[CH:14]=[C:15]2[C:20](=[CH:21][CH:22]=1)[NH:19][C:18](=[O:23])[C:17]([O:24][C:25]1[CH:30]=[CH:29][C:28](Cl)=[CH:27][CH:26]=1)=[C:16]2[C:32]([F:35])([F:34])[F:33], predict the reaction product. The product is: [Br:12][C:13]1[CH:14]=[C:15]2[C:20](=[CH:21][CH:22]=1)[NH:19][C:18](=[O:23])[C:17]([O:24][C:25]1[CH:30]=[CH:29][CH:28]=[CH:27][CH:26]=1)=[C:16]2[C:32]([F:34])([F:33])[F:35]. (2) Given the reactants Br[C:2]1[CH:11]=[CH:10][C:9]2[N:8]=[CH:7][C:6]3[N:12]([CH2:23][CH3:24])[C:13](=[O:22])[N:14]([C:15]4[C:16]([CH3:21])=[N:17][N:18]([CH3:20])[CH:19]=4)[C:5]=3[C:4]=2[CH:3]=1.[NH2:25][C:26]1[CH:27]=[N:28][CH:29]=[C:30](B2OC(C)(C)C(C)(C)O2)[CH:31]=1, predict the reaction product. The product is: [NH2:25][C:26]1[CH:31]=[C:30]([C:2]2[CH:11]=[CH:10][C:9]3[N:8]=[CH:7][C:6]4[N:12]([CH2:23][CH3:24])[C:13](=[O:22])[N:14]([C:15]5[C:16]([CH3:21])=[N:17][N:18]([CH3:20])[CH:19]=5)[C:5]=4[C:4]=3[CH:3]=2)[CH:29]=[N:28][CH:27]=1. (3) Given the reactants [CH3:1][N:2]1[CH2:12][CH2:11][CH2:10][CH:4]([C:5]([O:7]CC)=[O:6])[CH2:3]1.[OH-].[Li+].Cl, predict the reaction product. The product is: [CH3:1][N:2]1[CH2:12][CH2:11][CH2:10][CH:4]([C:5]([OH:7])=[O:6])[CH2:3]1. (4) Given the reactants [CH:1]1([C:4]2[C:5]([NH:24][S:25]([CH3:28])(=[O:27])=[O:26])=[CH:6][C:7]3[O:11][C:10]([C:12]4[CH:17]=[CH:16][C:15]([F:18])=[CH:14][CH:13]=4)=[C:9]([C:19]([NH:21][CH3:22])=[O:20])[C:8]=3[CH:23]=2)[CH2:3][CH2:2]1.[Cl:29][C:30]1[CH:35]=[C:34](F)[CH:33]=[CH:32][C:31]=1[N+:37]([O-:39])=[O:38].C(=O)([O-])[O-].[K+].[K+], predict the reaction product. The product is: [Cl:29][C:30]1[CH:35]=[C:34]([N:24]([C:5]2[C:4]([CH:1]3[CH2:3][CH2:2]3)=[CH:23][C:8]3[C:9]([C:19]([NH:21][CH3:22])=[O:20])=[C:10]([C:12]4[CH:17]=[CH:16][C:15]([F:18])=[CH:14][CH:13]=4)[O:11][C:7]=3[CH:6]=2)[S:25]([CH3:28])(=[O:27])=[O:26])[CH:33]=[CH:32][C:31]=1[N+:37]([O-:39])=[O:38]. (5) Given the reactants FC(F)(F)C1C=C(NC(=O)NC2C=CC(C3SC(CCC(O)=O)=NC=3)=CC=2)C=CC=1.[O:31]([C:38]1[CH:43]=[CH:42][C:41]([NH:44][C:45](=[O:68])[NH:46][C:47]2[CH:52]=[CH:51][C:50]([C:53]3[S:57][C:56]([CH:58]4[CH2:63][CH2:62][CH:61]([C:64]([O:66]C)=[O:65])[CH2:60][CH2:59]4)=[N:55][CH:54]=3)=[CH:49][CH:48]=2)=[CH:40][CH:39]=1)[C:32]1[CH:37]=[CH:36][CH:35]=[CH:34][CH:33]=1, predict the reaction product. The product is: [O:31]([C:38]1[CH:39]=[CH:40][C:41]([NH:44][C:45](=[O:68])[NH:46][C:47]2[CH:52]=[CH:51][C:50]([C:53]3[S:57][C:56]([CH:58]4[CH2:59][CH2:60][CH:61]([C:64]([OH:66])=[O:65])[CH2:62][CH2:63]4)=[N:55][CH:54]=3)=[CH:49][CH:48]=2)=[CH:42][CH:43]=1)[C:32]1[CH:37]=[CH:36][CH:35]=[CH:34][CH:33]=1. (6) Given the reactants [CH2:1]([OH:12])[C@H:2]([C@H:4]([C@@H:6]([C@@H:8]([CH2:10][OH:11])[OH:9])[OH:7])[OH:5])[OH:3].[CH3:13][N:14]1[C:22]([CH2:23][CH2:24][CH2:25][C:26]([OH:28])=[O:27])=[N:21][C:20]2[CH:19]=[C:18]([N:29]([CH2:33][CH2:34][Cl:35])[CH2:30][CH2:31][Cl:32])[CH:17]=[CH:16][C:15]1=2.CN1C(CCCC(O)=O)=NC2C=C(N(CCCl)CCCl)C=CC1=2.Cl.C(O)C.CN1C(CCCC(O)=O)=NC2C=C(N(CCCl)CCCl)C=CC1=2, predict the reaction product. The product is: [CH3:13][N:14]1[C:22]([CH2:23][CH2:24][CH2:25][C:26]([OH:28])=[O:27])=[N:21][C:20]2[CH:19]=[C:18]([N:29]([CH2:30][CH2:31][Cl:32])[CH2:33][CH2:34][Cl:35])[CH:17]=[CH:16][C:15]1=2.[CH2:10]([OH:11])[C@H:8]([C@H:6]([C@@H:4]([C@@H:2]([CH2:1][OH:12])[OH:3])[OH:5])[OH:7])[OH:9].